From a dataset of Full USPTO retrosynthesis dataset with 1.9M reactions from patents (1976-2016). Predict the reactants needed to synthesize the given product. (1) Given the product [F:3][C:4]1[CH:9]=[C:8]([F:10])[CH:7]=[CH:6][C:5]=1/[CH:11]=[CH:12]/[C:13]1[CH:14]=[CH:15][C:16]([S:19]([C:22]2[CH:29]=[CH:28][CH:27]=[CH:26][C:23]=2[CH2:24][OH:25])(=[O:20])=[O:21])=[CH:17][CH:18]=1, predict the reactants needed to synthesize it. The reactants are: [BH4-].[Na+].[F:3][C:4]1[CH:9]=[C:8]([F:10])[CH:7]=[CH:6][C:5]=1/[CH:11]=[CH:12]/[C:13]1[CH:18]=[CH:17][C:16]([S:19]([C:22]2[CH:29]=[CH:28][CH:27]=[CH:26][C:23]=2[CH:24]=[O:25])(=[O:21])=[O:20])=[CH:15][CH:14]=1. (2) Given the product [O:20]=[S:5]1(=[O:21])[CH:4]([CH2:3][CH2:2][N:32]2[CH2:33][CH2:34][CH2:35][N:29]([C:22]([O:24][C:25]([CH3:28])([CH3:27])[CH3:26])=[O:23])[CH2:30][CH2:31]2)[O:48][C:8]2[CH:10]=[CH:11][CH:12]=[CH:13][C:7]=2[N:6]1[C:14]1[CH:19]=[CH:18][CH:17]=[CH:16][CH:15]=1, predict the reactants needed to synthesize it. The reactants are: Br[CH2:2][CH2:3][CH:4]1C[C:8]2[CH:10]=[CH:11][CH:12]=[CH:13][C:7]=2[N:6]([C:14]2[CH:19]=[CH:18][CH:17]=[CH:16][CH:15]=2)[S:5]1(=[O:21])=[O:20].[C:22]([N:29]1[CH2:35][CH2:34][CH2:33][NH:32][CH2:31][CH2:30]1)([O:24][C:25]([CH3:28])([CH3:27])[CH3:26])=[O:23].CCN(C(C)C)C(C)C.CN(C)C=[O:48]. (3) Given the product [NH2:41][S:42]([C:45]1[C:46]([Cl:74])=[CH:47][C:48]([NH:67][CH2:68][C:69]2[O:70][CH:71]=[CH:72][CH:73]=2)=[C:49]([CH:66]=1)[C:50]([O:52][CH2:53][CH2:54][CH2:55][O:56][C:57](=[O:65])[CH2:58][CH2:59][C:60]([O:62][CH2:63][N:12]([C:13]([CH3:15])([CH3:14])[CH3:16])[CH:2]([CH3:1])[C:3]([C:5]1[CH:6]=[CH:7][CH:8]=[C:9]([Cl:11])[CH:10]=1)=[O:4])=[O:61])=[O:51])(=[O:43])=[O:44], predict the reactants needed to synthesize it. The reactants are: [CH3:1][CH:2]([NH:12][C:13]([CH3:16])([CH3:15])[CH3:14])[C:3]([C:5]1[CH:6]=[CH:7][CH:8]=[C:9]([Cl:11])[CH:10]=1)=[O:4].Cl.ClC1C=C(C(=O)C(NC(C)(C)C)C)C=CC=1.C(N(CC)CC)C.[NH2:41][S:42]([C:45]1[C:46]([Cl:74])=[CH:47][C:48]([NH:67][CH2:68][C:69]2[O:70][CH:71]=[CH:72][CH:73]=2)=[C:49]([CH:66]=1)[C:50]([O:52][CH2:53][CH2:54][CH2:55][O:56][C:57](=[O:65])[CH2:58][CH2:59][C:60]([O:62][CH2:63]Cl)=[O:61])=[O:51])(=[O:44])=[O:43]. (4) Given the product [ClH:13].[Cl:13][C:14]1[C:19]([Cl:20])=[CH:18][CH:17]=[CH:16][C:15]=1[O:9][CH:6]1[CH2:7][CH2:8][N:2]([CH3:1])[CH2:3][C:4]2[O:12][CH:11]=[CH:10][C:5]1=2, predict the reactants needed to synthesize it. The reactants are: [CH3:1][N:2]1[CH2:8][CH2:7][CH:6]([OH:9])[C:5]2[CH:10]=[CH:11][O:12][C:4]=2[CH2:3]1.[Cl:13][C:14]1[C:19]([Cl:20])=[CH:18][CH:17]=[CH:16][C:15]=1F. (5) The reactants are: [CH3:1][N:2]1[C:6]2[C:7]([O:23][C@@H:24]([C@H:26]3[CH2:30][NH:29][C:28](=[O:31])[CH2:27]3)[CH3:25])=[N:8][C:9]([C:11]3[CH:12]=[N:13][C:14]([N:17]4[CH2:22][CH2:21][NH:20][CH2:19][CH2:18]4)=[CH:15][CH:16]=3)=[CH:10][C:5]=2[N:4]=[CH:3]1.CCN(C(C)C)C(C)C.[O:41]1[CH2:44][C:43](=O)[CH2:42]1.C(O[BH-](OC(=O)C)OC(=O)C)(=O)C.[Na+]. Given the product [CH3:1][N:2]1[C:6]2[C:7]([O:23][C@@H:24]([C@H:26]3[CH2:30][NH:29][C:28](=[O:31])[CH2:27]3)[CH3:25])=[N:8][C:9]([C:11]3[CH:12]=[N:13][C:14]([N:17]4[CH2:22][CH2:21][N:20]([CH:43]5[CH2:44][O:41][CH2:42]5)[CH2:19][CH2:18]4)=[CH:15][CH:16]=3)=[CH:10][C:5]=2[N:4]=[CH:3]1, predict the reactants needed to synthesize it. (6) Given the product [OH:37][C:34]1[CH:35]=[CH:36][C:31]([CH2:30][CH2:29][NH:28][C:2]2[N:7]=[C:6]([C:8]3[CH:9]=[C:10]([CH:25]=[CH:26][CH:27]=3)[CH2:11][N:12]([CH2:17][CH2:18][C:19]3[CH:24]=[CH:23][CH:22]=[CH:21][N:20]=3)[S:13]([CH3:16])(=[O:15])=[O:14])[CH:5]=[CH:4][N:3]=2)=[CH:32][CH:33]=1, predict the reactants needed to synthesize it. The reactants are: Cl[C:2]1[N:7]=[C:6]([C:8]2[CH:9]=[C:10]([CH:25]=[CH:26][CH:27]=2)[CH2:11][N:12]([CH2:17][CH2:18][C:19]2[CH:24]=[CH:23][CH:22]=[CH:21][N:20]=2)[S:13]([CH3:16])(=[O:15])=[O:14])[CH:5]=[CH:4][N:3]=1.[NH2:28][CH2:29][CH2:30][C:31]1[CH:36]=[CH:35][C:34]([OH:37])=[CH:33][CH:32]=1. (7) Given the product [F:1][C:2]1[CH:10]=[CH:9][C:5]([C:6]([O:8][CH2:23][C:24]2[CH:29]=[CH:28][CH:27]=[CH:26][CH:25]=2)=[O:7])=[CH:4][C:3]=1[N+:11]([O-:13])=[O:12], predict the reactants needed to synthesize it. The reactants are: [F:1][C:2]1[CH:10]=[CH:9][C:5]([C:6]([OH:8])=[O:7])=[CH:4][C:3]=1[N+:11]([O-:13])=[O:12].C(N(C(C)C)C(C)C)C.[CH2:23](Br)[C:24]1[CH:29]=[CH:28][CH:27]=[CH:26][CH:25]=1.C(OCC)(=O)C.